The task is: Predict the reactants needed to synthesize the given product.. This data is from Full USPTO retrosynthesis dataset with 1.9M reactions from patents (1976-2016). Given the product [NH2:11][C:10]1[CH:9]=[CH:8][C:5]([C:6]#[N:7])=[CH:4][C:3]=1[NH:18][CH2:17][CH:14]1[CH2:16][CH2:15]1, predict the reactants needed to synthesize it. The reactants are: CO[C:3]1[CH:4]=[C:5]([CH:8]=[CH:9][C:10]=1[N+:11]([O-])=O)[C:6]#[N:7].[CH:14]1([CH2:17][NH2:18])[CH2:16][CH2:15]1.